This data is from Reaction yield outcomes from USPTO patents with 853,638 reactions. The task is: Predict the reaction yield, written as a fraction of the theoretical maximum amount of product (1.0 means a 100% yield; for example, 0.34 means a 34% yield). (1) The reactants are Cl[C:2]1[N:7]=[CH:6][N:5]=[C:4]([NH:8][CH:9]2[CH2:13][CH2:12][N:11]([C:14]([O:16][C:17]([CH3:20])([CH3:19])[CH3:18])=[O:15])[CH2:10]2)[CH:3]=1.[O:21]([C:28]1[CH:34]=[CH:33][C:31]([NH2:32])=[CH:30][CH:29]=1)[C:22]1[CH:27]=[CH:26][CH:25]=[CH:24][CH:23]=1.C(O)(=O)C. The catalyst is C(O)C. The product is [O:21]([C:28]1[CH:29]=[CH:30][C:31]([NH:32][C:2]2[N:7]=[CH:6][N:5]=[C:4]([NH:8][CH:9]3[CH2:13][CH2:12][N:11]([C:14]([O:16][C:17]([CH3:20])([CH3:19])[CH3:18])=[O:15])[CH2:10]3)[CH:3]=2)=[CH:33][CH:34]=1)[C:22]1[CH:27]=[CH:26][CH:25]=[CH:24][CH:23]=1. The yield is 0.428. (2) The reactants are [CH3:1][O:2][C:3]1[CH:8]=[CH:7][CH:6]=[CH:5][C:4]=1[N:9]1[CH2:14][CH2:13][NH:12][CH2:11][CH2:10]1.OS(O)(=O)=O.[N+:20]([O-])([O-:22])=[O:21].[K+]. The catalyst is O. The product is [CH3:1][O:2][C:3]1[CH:8]=[CH:7][C:6]([N+:20]([O-:22])=[O:21])=[CH:5][C:4]=1[N:9]1[CH2:14][CH2:13][NH:12][CH2:11][CH2:10]1. The yield is 0.420.